This data is from Forward reaction prediction with 1.9M reactions from USPTO patents (1976-2016). The task is: Predict the product of the given reaction. (1) Given the reactants [C:1]([CH2:3][CH2:4][N:5]([CH2:10][CH2:11][CH2:12][N:13]([CH2:26][C:27]1[CH:32]=[CH:31][CH:30]=[CH:29][CH:28]=1)[CH2:14][CH2:15][CH2:16][N:17]([CH2:22][CH2:23][C:24]#[N:25])[CH2:18][CH2:19][C:20]#[N:21])[CH2:6][CH2:7][C:8]#[N:9])#[N:2].[H][H], predict the reaction product. The product is: [NH2:21][CH2:20][CH2:19][CH2:18][N:17]([CH2:16][CH2:15][CH2:14][N:13]([CH2:26][C:27]1[CH:32]=[CH:31][CH:30]=[CH:29][CH:28]=1)[CH2:12][CH2:11][CH2:10][N:5]([CH2:6][CH2:7][CH2:8][NH2:9])[CH2:4][CH2:3][CH2:1][NH2:2])[CH2:22][CH2:23][CH2:24][NH2:25]. (2) Given the reactants [CH3:1][O:2][C:3]1[C:4]([CH2:12][N:13]([CH3:15])[CH3:14])=[C:5]2[C:9](=[CH:10][CH:11]=1)[NH:8][CH:7]=[CH:6]2.CN(C=O)C.[F:21][C:22]1[CH:27]=[CH:26][C:25]([S:28](Cl)(=[O:30])=[O:29])=[CH:24][C:23]=1[C:32]([F:35])([F:34])[F:33], predict the reaction product. The product is: [F:21][C:22]1[CH:27]=[CH:26][C:25]([S:28]([N:8]2[C:9]3[C:5](=[C:4]([CH2:12][N:13]([CH3:14])[CH3:15])[C:3]([O:2][CH3:1])=[CH:11][CH:10]=3)[CH:6]=[CH:7]2)(=[O:29])=[O:30])=[CH:24][C:23]=1[C:32]([F:35])([F:33])[F:34]. (3) Given the reactants [F:1][C:2]1[CH:10]=[C:9]2[C:5]([CH:6]=[CH:7][N:8]2[S:11]([C:14]2[CH:19]=[CH:18][CH:17]=[CH:16][CH:15]=2)(=[O:13])=[O:12])=[CH:4][C:3]=1[OH:20].C1(P(C2C=CC=CC=2)C2C=CC=CC=2)C=CC=CC=1.O[CH2:41][CH2:42][NH:43]C(=O)OC(C)(C)C.C(O)(C(F)(F)F)=O, predict the reaction product. The product is: [F:1][C:2]1[CH:10]=[C:9]2[C:5]([CH:6]=[CH:7][N:8]2[S:11]([C:14]2[CH:19]=[CH:18][CH:17]=[CH:16][CH:15]=2)(=[O:13])=[O:12])=[CH:4][C:3]=1[O:20][CH2:41][CH2:42][NH2:43]. (4) Given the reactants [CH3:1][C:2](=[O:7])[CH2:3][CH2:4][CH2:5][CH3:6].[NH2:8][C:9]1[CH:14]=[CH:13][CH:12]=[CH:11][C:10]=1O, predict the reaction product. The product is: [CH3:14][CH:9]([NH:8][C:3]1[CH:4]=[CH:5][CH:6]=[CH:1][C:2]=1[OH:7])[CH2:10][CH2:11][CH2:12][CH3:13]. (5) Given the reactants [Cl-].[Al+3].[Cl-].[Cl-].NC(N)=S.Cl.C[O:11][C:12]1[CH:21]=[CH:20][CH:19]=[C:18]2[C:13]=1[CH2:14][CH2:15][C@H:16]([N:22]([CH2:30][CH2:31][CH3:32])[CH2:23][CH2:24][C:25]1[S:26][CH:27]=[CH:28][CH:29]=1)[CH2:17]2.N, predict the reaction product. The product is: [CH3:32][CH2:31][CH2:30][N:22]([C@@H:16]1[CH2:17][C:18]2[CH:19]=[CH:20][CH:21]=[C:12]([OH:11])[C:13]=2[CH2:14][CH2:15]1)[CH2:23][CH2:24][C:25]1[S:26][CH:27]=[CH:28][CH:29]=1. (6) Given the reactants [CH3:1][O:2][C:3]1[CH:8]=[CH:7][N:6]=[C:5]([CH2:9][CH2:10][C:11]2[NH:20][C:14]3=[N:15][CH:16]=[C:17](I)[CH:18]=[C:13]3[N:12]=2)[CH:4]=1.[O:21]1[CH:25]=[CH:24][CH:23]=[C:22]1B(O)O, predict the reaction product. The product is: [O:21]1[CH:25]=[CH:24][CH:23]=[C:22]1[C:17]1[CH:18]=[C:13]2[N:12]=[C:11]([CH2:10][CH2:9][C:5]3[CH:4]=[C:3]([O:2][CH3:1])[CH:8]=[CH:7][N:6]=3)[NH:20][C:14]2=[N:15][CH:16]=1. (7) The product is: [C:4]12[C:7](=[O:8])[C:6](=[O:11])[C:5]=1[NH:17][CH2:16][CH2:15][CH2:14][NH:13]2. Given the reactants [CH2:7]([O:8][C:4]1[C:5](=[O:11])[C:6](=[O:11])[C:7]=1[O:8][CH2:4][CH3:5])[CH3:6].[NH2:13][CH2:14][CH2:15][CH2:16][NH2:17], predict the reaction product.